Dataset: Forward reaction prediction with 1.9M reactions from USPTO patents (1976-2016). Task: Predict the product of the given reaction. (1) Given the reactants Cl[C:2]1[CH:29]=[C:28]([S:30]([N:33]([CH3:35])[CH3:34])(=[O:32])=[O:31])[CH:27]=[CH:26][C:3]=1[O:4][C:5]1[CH:6]=[C:7]([CH:17]=[C:18]([O:20][C@@H:21]([CH3:25])[CH2:22][O:23][CH3:24])[CH:19]=1)[C:8]([NH:10][C:11]1[CH:15]=[CH:14][N:13]([CH3:16])[N:12]=1)=[O:9].C(N(CC)CC)C, predict the reaction product. The product is: [CH3:35][N:33]([CH3:34])[S:30]([C:28]1[CH:29]=[CH:2][C:3]([O:4][C:5]2[CH:6]=[C:7]([CH:17]=[C:18]([O:20][C@@H:21]([CH3:25])[CH2:22][O:23][CH3:24])[CH:19]=2)[C:8]([NH:10][C:11]2[CH:15]=[CH:14][N:13]([CH3:16])[N:12]=2)=[O:9])=[CH:26][CH:27]=1)(=[O:31])=[O:32]. (2) Given the reactants [CH:1]12[O:6][CH:5]1[CH2:4][O:3][CH2:2]2.[CH3:7][CH:8]([S:10]([NH2:13])(=[O:12])=[O:11])[CH3:9].C(=O)([O-])[O-].[K+].[K+], predict the reaction product. The product is: [OH:6][CH:5]1[CH2:4][O:3][CH2:2][CH:1]1[NH:13][S:10]([CH:8]([CH3:9])[CH3:7])(=[O:12])=[O:11]. (3) Given the reactants [Si:1]([O:8][CH2:9][C:10]1[CH:11]=[C:12]([NH2:16])[CH:13]=[N:14][CH:15]=1)([C:4]([CH3:7])([CH3:6])[CH3:5])([CH3:3])[CH3:2].CCN(C(C)C)C(C)C.Cl[C:27]([O:29][CH2:30][CH3:31])=[O:28].[OH-].[Na+].CO.C(#N)C.C(O)(C(F)(F)F)=O, predict the reaction product. The product is: [Si:1]([O:8][CH2:9][C:10]1[CH:11]=[C:12]([NH:16][C:27](=[O:28])[O:29][CH2:30][CH3:31])[CH:13]=[N:14][CH:15]=1)([C:4]([CH3:7])([CH3:6])[CH3:5])([CH3:3])[CH3:2]. (4) Given the reactants Cl[C:2]1C=CC2N3C=CC=C3[C@@H](CCN3C(C)=C(COC(C)(C)C(O)=O)N=N3)O[C@H](C3C=CC=C(OC)C=3OC)C=2C=1.[Cl:42][C:43]1[CH:44]=[CH:45][C:46]2[N:52]3[CH:53]=[CH:54][CH:55]=[C:51]3[C@@H:50]([CH2:56][CH2:57][N:58]3[C:62]([CH2:64][O:65][C:66]([CH3:72])([CH3:71])[C:67]([O:69]C)=[O:68])(C)[CH:61]=[N:60][NH:59]3)[O:49][C@H:48]([C:73]3[CH:78]=[CH:77][CH:76]=[C:75]([O:79][CH3:80])[C:74]=3[O:81][CH3:82])[C:47]=2[CH:83]=1.C(=O)([O-])[O-].[K+].[K+], predict the reaction product. The product is: [Cl:42][C:43]1[CH:44]=[CH:45][C:46]2[N:52]3[CH:53]=[CH:54][CH:55]=[C:51]3[C@@H:50]([CH2:56][CH2:57][N:58]3[C:62]([CH2:64][O:65][C:66]([CH3:71])([CH3:72])[C:67]([OH:69])=[O:68])=[C:61]([CH3:2])[N:60]=[N:59]3)[O:49][C@H:48]([C:73]3[CH:78]=[CH:77][CH:76]=[C:75]([O:79][CH3:80])[C:74]=3[O:81][CH3:82])[C:47]=2[CH:83]=1. (5) Given the reactants [CH3:1][O:2][C:3](=[O:14])[C:4]([C@H:7]1[CH2:12][CH2:11][C@@H:10]([OH:13])[CH2:9][CH2:8]1)([CH3:6])[CH3:5].[H-].[Na+].[CH3:17]I, predict the reaction product. The product is: [CH3:1][O:2][C:3](=[O:14])[C:4]([C@H:7]1[CH2:8][CH2:9][C@@H:10]([O:13][CH3:17])[CH2:11][CH2:12]1)([CH3:6])[CH3:5]. (6) Given the reactants [F:1][C:2]1[CH:9]=[CH:8][C:7]([N:10]2[CH2:14][CH2:13][N:12]([C:15]3[CH:16]=[N:17][CH:18]=[CH:19][C:20]=3[CH3:21])[C:11]2=[O:22])=[CH:6][C:3]=1[CH:4]=O.Cl.[NH2:24][OH:25].N1C=CC=CC=1.CO, predict the reaction product. The product is: [F:1][C:2]1[CH:9]=[CH:8][C:7]([N:10]2[CH2:14][CH2:13][N:12]([C:15]3[CH:16]=[N:17][CH:18]=[CH:19][C:20]=3[CH3:21])[C:11]2=[O:22])=[CH:6][C:3]=1[CH:4]=[N:24][OH:25]. (7) Given the reactants [CH:1](=O)[C:2]1[C:3](=[CH:5][CH:6]=[CH:7][CH:8]=1)[OH:4].[CH:10]1[C:19]2[C:14](=[CH:15][CH:16]=[CH:17][CH:18]=2)[CH:13]=[CH:12][C:11]=1[C:20]([NH:22][NH2:23])=[O:21], predict the reaction product. The product is: [OH:4][C:3]1[CH:5]=[CH:6][CH:7]=[CH:8][C:2]=1[CH:1]=[N:23][NH:22][C:20]([C:11]1[CH:12]=[CH:13][C:14]2[C:19](=[CH:18][CH:17]=[CH:16][CH:15]=2)[CH:10]=1)=[O:21]. (8) Given the reactants C(OC(=O)[CH2:5][O:6][C@H:7]1[CH2:12][CH2:11][C@H:10]([N:13]2[C:18](=[O:19])[C:17]([CH2:20][C:21]3[CH:22]=[N:23][C:24]([C:27]4[CH:32]=[CH:31][CH:30]=[CH:29][C:28]=4[C:33]#[N:34])=[CH:25][CH:26]=3)=[C:16]([CH2:35][CH2:36][CH2:37][CH3:38])[N:15]3[N:39]=[CH:40][CH:41]=[C:14]23)[CH2:9][CH2:8]1)C.[CH3:43][Mg]Br.C([O:49][CH2:50][CH3:51])(=O)C, predict the reaction product. The product is: [CH2:35]([C:16]1[N:15]2[N:39]=[CH:40][CH:41]=[C:14]2[N:13]([C@H:10]2[CH2:9][CH2:8][C@H:7]([O:6][CH2:5][C:50]([OH:49])([CH3:51])[CH3:43])[CH2:12][CH2:11]2)[C:18](=[O:19])[C:17]=1[CH2:20][C:21]1[CH:26]=[CH:25][C:24]([C:27]2[CH:32]=[CH:31][CH:30]=[CH:29][C:28]=2[C:33]#[N:34])=[N:23][CH:22]=1)[CH2:36][CH2:37][CH3:38].